Dataset: Forward reaction prediction with 1.9M reactions from USPTO patents (1976-2016). Task: Predict the product of the given reaction. (1) Given the reactants [C:1]([O:4][C:5](=[O:7])[CH3:6])(=O)[CH3:2].[NH2:8][C:9]([NH:11][C:12]1[NH:13][C:14]2[C:19]([C:20]=1[C:21]([NH2:23])=[O:22])=[CH:18][CH:17]=[C:16]([C:24]1[CH:29]=C[CH:27]=[C:26](CO)[CH:25]=1)[CH:15]=2)=[O:10], predict the reaction product. The product is: [C:5]([O:4][CH2:1][C:2]1[CH:29]=[C:24]([C:16]2[CH:15]=[C:14]3[C:19]([C:20]([C:21]([NH2:23])=[O:22])=[C:12]([NH:11][C:9]([NH2:8])=[O:10])[NH:13]3)=[CH:18][CH:17]=2)[CH:25]=[CH:26][CH:27]=1)(=[O:7])[CH3:6]. (2) Given the reactants [C:1]([OH:4])(=O)C.[CH:5]([N:8](CC)C(C)C)(C)C.C1(P(N=[N+]=[N-])(C2C=CC=CC=2)=O)C=CC=CC=1.[NH2:31][C:32]1[CH:37]=[CH:36][C:35]([C:38]2[C:39]([CH2:66][N:67]([CH3:69])[CH3:68])=[C:40]3[N:45]([CH:46]=2)[N:44]([CH2:47][C:48]2[C:53]([F:54])=[CH:52][CH:51]=[CH:50][C:49]=2[F:55])[C:43](=[O:56])[N:42]([C:57]2[N:58]=[N:59][C:60]([O:63][CH3:64])=[CH:61][CH:62]=2)[C:41]3=[O:65])=[CH:34][CH:33]=1, predict the reaction product. The product is: [F:54][C:53]1[CH:52]=[CH:51][CH:50]=[C:49]([F:55])[C:48]=1[CH2:47][N:44]1[C:43](=[O:56])[N:42]([C:57]2[N:58]=[N:59][C:60]([O:63][CH3:64])=[CH:61][CH:62]=2)[C:41](=[O:65])[C:40]2=[C:39]([CH2:66][N:67]([CH3:68])[CH3:69])[C:38]([C:35]3[CH:36]=[CH:37][C:32]([NH:31][C:1]([NH:8][CH3:5])=[O:4])=[CH:33][CH:34]=3)=[CH:46][N:45]12. (3) Given the reactants [NH2:1][C:2]1[C:3]([C:7]2[N:8]([C:16]3[CH:17]=[C:18]([OH:22])[CH:19]=[CH:20][CH:21]=3)[C:9]3[CH:14]=[CH:13][N:12]=[CH:11][C:10]=3[N:15]=2)=[N:4][O:5][N:6]=1.[CH3:23][N:24]1[CH2:29][CH2:28][CH:27](O)[CH2:26][CH2:25]1, predict the reaction product. The product is: [CH3:23][N:24]1[CH2:29][CH2:28][CH:27]([O:22][C:18]2[CH:17]=[C:16]([N:8]3[C:9]4[CH:14]=[CH:13][N:12]=[CH:11][C:10]=4[N:15]=[C:7]3[C:3]3[C:2]([NH2:1])=[N:6][O:5][N:4]=3)[CH:21]=[CH:20][CH:19]=2)[CH2:26][CH2:25]1. (4) Given the reactants [O:1]1[C:5]2[CH:6]=[CH:7][CH:8]=[CH:9][C:4]=2[CH:3]=[C:2]1[C:10]1[CH:11]=[C:12]2[C:17](=[CH:18][CH:19]=1)[C:16]([CH3:20])=[C:15]([O:21][CH:22]([CH2:28][C:29]1[CH:34]=[CH:33][CH:32]=[CH:31][CH:30]=1)[C:23]([O:25][CH2:26][CH3:27])=[O:24])[CH:14]=[CH:13]2.[C:35](Cl)(=[O:40])[CH2:36][CH2:37][CH2:38][CH3:39].[Sn](Cl)(Cl)(Cl)Cl.C(=O)(O)[O-].[Na+], predict the reaction product. The product is: [CH3:20][C:16]1[C:17]2[C:12](=[CH:11][C:10]([C:2]3[O:1][C:5]4[CH:6]=[CH:7][CH:8]=[CH:9][C:4]=4[C:3]=3[C:35](=[O:40])[CH2:36][CH2:37][CH2:38][CH3:39])=[CH:19][CH:18]=2)[CH:13]=[CH:14][C:15]=1[O:21][CH:22]([CH2:28][C:29]1[CH:30]=[CH:31][CH:32]=[CH:33][CH:34]=1)[C:23]([O:25][CH2:26][CH3:27])=[O:24]. (5) The product is: [Br:1][C:2]1[CH:3]=[C:4]2[C:9](=[CH:10][CH:11]=1)[C:8]([F:14])=[C:7]([OH:12])[CH:6]=[CH:5]2. Given the reactants [Br:1][C:2]1[CH:3]=[C:4]2[C:9](=[CH:10][CH:11]=1)[CH:8]=[C:7]([OH:12])[CH:6]=[CH:5]2.[B-](F)(F)(F)[F:14].[B-](F)(F)(F)F.C1[N+]2(CCl)CC[N+](F)(CC2)C1, predict the reaction product. (6) Given the reactants Cl[C:2]1[N:7]=[C:6]([CH3:8])[C:5]([C:9]2[CH:17]=[C:16]([C:18]([F:21])([F:20])[F:19])[CH:15]=[C:14]3[C:10]=2[CH:11]=[N:12][NH:13]3)=[CH:4][CH:3]=1.CCN([CH2:27][CH3:28])CC.[CH3:29][S:30]([O-:32])=[O:31].[Na+].C(O)(=O)C, predict the reaction product. The product is: [CH3:8][C:6]1[C:5]([C:9]2[CH:17]=[C:16]([C:18]([F:21])([F:20])[F:19])[CH:15]=[C:14]3[C:10]=2[CH:11]=[N:12][NH:13]3)=[CH:4][CH:3]=[C:2]([CH2:28][CH2:27][S:30]([CH3:29])(=[O:32])=[O:31])[N:7]=1. (7) Given the reactants Cl[C:2]1[C:6]2[CH:7]=[CH:8][CH:9]=[CH:10][C:5]=2[S:4][N:3]=1.O.[CH2:12]([NH2:15])[CH2:13][NH2:14], predict the reaction product. The product is: [S:4]1[C:5]2[CH:10]=[CH:9][CH:8]=[CH:7][C:6]=2[C:2]([NH:14][CH2:13][CH2:12][NH2:15])=[N:3]1.